Dataset: Catalyst prediction with 721,799 reactions and 888 catalyst types from USPTO. Task: Predict which catalyst facilitates the given reaction. Reactant: [C:1]1([S:7][CH2:8][C:9]([O:11]C)=[O:10])[CH:6]=[CH:5][CH:4]=[CH:3][CH:2]=1.[Li+].[OH-]. Product: [C:1]1([S:7][CH2:8][C:9]([OH:11])=[O:10])[CH:6]=[CH:5][CH:4]=[CH:3][CH:2]=1. The catalyst class is: 5.